Dataset: Full USPTO retrosynthesis dataset with 1.9M reactions from patents (1976-2016). Task: Predict the reactants needed to synthesize the given product. (1) Given the product [C:2]([S:5][NH:7][C@@H:8]([C:9]1[CH:14]=[CH:13][C:12]([O:15][CH2:16][C:17]([F:20])([F:19])[F:18])=[CH:11][N:10]=1)[CH:21]=[CH2:22])([CH3:4])([CH3:3])[CH3:1], predict the reactants needed to synthesize it. The reactants are: [CH3:1][C:2]([S:5](/[N:7]=[CH:8]/[C:9]1[CH:14]=[CH:13][C:12]([O:15][CH2:16][C:17]([F:20])([F:19])[F:18])=[CH:11][N:10]=1)=O)([CH3:4])[CH3:3].[CH:21]([Mg]Br)=[CH2:22]. (2) Given the product [NH2:27][C:22]1[N:23]([CH3:26])[C:24](=[O:25])[C:20]([CH:17]2[CH2:18][CH2:19][N:14]([C:12]([C:9]3[CH:10]=[CH:11][C:6]([C:5]([O-:40])=[O:4])=[CH:7][CH:8]=3)=[O:13])[CH2:15][CH2:16]2)([C:28]2[CH:33]=[CH:32][CH:31]=[C:30]([NH:34][C:35](=[O:39])[CH2:36][O:37][CH3:38])[CH:29]=2)[N:21]=1.[Na+:2], predict the reactants needed to synthesize it. The reactants are: [OH-].[Na+:2].C[O:4][C:5](=[O:40])[C:6]1[CH:11]=[CH:10][C:9]([C:12]([N:14]2[CH2:19][CH2:18][CH:17]([C:20]3([C:28]4[CH:33]=[CH:32][CH:31]=[C:30]([NH:34][C:35](=[O:39])[CH2:36][O:37][CH3:38])[CH:29]=4)[C:24](=[O:25])[N:23]([CH3:26])[C:22]([NH2:27])=[N:21]3)[CH2:16][CH2:15]2)=[O:13])=[CH:8][CH:7]=1. (3) The reactants are: Br[CH2:2][C:3]([C:5]1[CH:10]=[CH:9][CH:8]=[CH:7][N:6]=1)=O.[F:11][C:12]([F:24])([F:23])[C:13]1[CH:18]=[CH:17][N:16]=[C:15]([NH:19][C:20]([NH2:22])=[S:21])[N:14]=1. Given the product [N:6]1[CH:7]=[CH:8][CH:9]=[CH:10][C:5]=1[C:3]1[N:22]=[C:20]([NH:19][C:15]2[N:14]=[C:13]([C:12]([F:11])([F:24])[F:23])[CH:18]=[CH:17][N:16]=2)[S:21][CH:2]=1, predict the reactants needed to synthesize it. (4) Given the product [I:28][C:21]1[CH:22]=[CH:23][C:24]([O:26][CH3:27])=[CH:25][C:20]=1[S:19][C:5]1[N:6]([CH2:11][CH2:12][CH2:13][NH:32][CH:29]([CH3:31])[CH3:30])[C:7]2[C:3]([N:4]=1)=[C:2]([NH2:1])[N:10]=[CH:9][N:8]=2, predict the reactants needed to synthesize it. The reactants are: [NH2:1][C:2]1[N:10]=[CH:9][N:8]=[C:7]2[C:3]=1[N:4]=[C:5]([S:19][C:20]1[CH:25]=[C:24]([O:26][CH3:27])[CH:23]=[CH:22][C:21]=1[I:28])[N:6]2[CH2:11][CH2:12][CH2:13]OS(C)(=O)=O.[CH:29]([NH2:32])([CH3:31])[CH3:30]. (5) Given the product [CH3:1][C:2]1[C:6]([CH2:7][N:21]2[CH2:22][CH:23]([C:30]3[CH:35]=[C:34]([F:36])[CH:33]=[C:32]([F:37])[C:31]=3[F:38])[CH2:24][C:25]2=[O:26])=[C:5]([CH3:9])[N:4]([S:10]([C:13]2[CH:18]=[CH:17][C:16]([CH3:19])=[CH:15][CH:14]=2)(=[O:12])=[O:11])[N:3]=1, predict the reactants needed to synthesize it. The reactants are: [CH3:1][C:2]1[C:6]([CH:7]=O)=[C:5]([CH3:9])[N:4]([S:10]([C:13]2[CH:18]=[CH:17][C:16]([CH3:19])=[CH:15][CH:14]=2)(=[O:12])=[O:11])[N:3]=1.Cl.[NH2:21][CH2:22][CH:23]([C:30]1[CH:35]=[C:34]([F:36])[CH:33]=[C:32]([F:37])[C:31]=1[F:38])[CH2:24][C:25](OCC)=[O:26].FC1C(F)=CC(F)=CC=1C=CC(OCC)=O.C(N(CC)CC)C.[BH-](OC(C)=O)(OC(C)=O)OC(C)=O.[Na+]. (6) Given the product [CH2:43]([O:42][C@H:40]([CH3:41])[CH2:39][O:38][CH2:37][C:34]1[CH:35]=[CH:36][C:31]([C@H:11]2[C@H:10]([CH2:45][N:47]3[CH2:51][CH2:50][CH2:49][CH2:48]3)[CH2:9][NH:8][CH2:13][C@@H:12]2[O:14][CH2:15][C:16]2[CH:17]=[CH:18][C:19]3[O:24][CH2:23][CH2:22][N:21]([CH2:25][CH2:26][CH2:27][O:28][CH3:29])[C:20]=3[CH:30]=2)=[CH:32][CH:33]=1)[CH3:44], predict the reactants needed to synthesize it. The reactants are: C(OC([N:8]1[CH2:13][C@H:12]([O:14][CH2:15][C:16]2[CH:17]=[CH:18][C:19]3[O:24][CH2:23][CH2:22][N:21]([CH2:25][CH2:26][CH2:27][O:28][CH3:29])[C:20]=3[CH:30]=2)[C@@H:11]([C:31]2[CH:36]=[CH:35][C:34]([CH2:37][O:38][CH2:39][C@H:40]([O:42][CH2:43][CH3:44])[CH3:41])=[CH:33][CH:32]=2)[C@H:10]([CH:45]=O)[CH2:9]1)=O)(C)(C)C.[NH:47]1[CH2:51][CH2:50][CH2:49][CH2:48]1.C(O)(=O)C.C(O[BH-](OC(=O)C)OC(=O)C)(=O)C.[Na+]. (7) Given the product [ClH:30].[NH:1]1[CH2:4][CH2:3][C@H:2]1[CH2:5][O:6][C:7]1[CH:8]=[N:9][CH:10]=[C:11]([C:13]2[CH:18]=[CH:17][CH:16]=[C:15]([CH2:19][C@H:20]([O:28][CH3:29])[CH2:21][C:22]3[CH:27]=[CH:26][CH:25]=[CH:24][CH:23]=3)[CH:14]=2)[CH:12]=1, predict the reactants needed to synthesize it. The reactants are: [NH:1]1[CH2:4][CH2:3][C@H:2]1[CH2:5][O:6][C:7]1[CH:8]=[N:9][CH:10]=[C:11]([C:13]2[CH:18]=[CH:17][CH:16]=[C:15]([CH2:19][C@H:20]([O:28][CH3:29])[CH2:21][C:22]3[CH:27]=[CH:26][CH:25]=[CH:24][CH:23]=3)[CH:14]=2)[CH:12]=1.[ClH:30]. (8) Given the product [NH2:10][C@@H:11]([CH2:19][C:20]1[CH:21]=[CH:22][C:23]([O:26][CH2:27][C:28]#[C:29][CH3:30])=[CH:24][CH:25]=1)[C:12]([OH:14])=[O:13], predict the reactants needed to synthesize it. The reactants are: C1(OC)C=CC=CC=1.Cl.[NH2:10][C@@H:11]([CH2:19][C:20]1[CH:25]=[CH:24][C:23]([O:26][CH2:27][C:28]#[C:29][CH3:30])=[CH:22][CH:21]=1)[C:12]([O:14]C(C)(C)C)=[O:13]. (9) Given the product [C:14]1([C:20]2[O:24][C:23]([CH:25]=[N:3][NH:2][C:4]3[C:5]([NH2:13])=[N:6][C:7]4[C:8](=[N:10][O:11][N:12]=4)[N:9]=3)=[CH:22][CH:21]=2)[CH:19]=[CH:18][CH:17]=[CH:16][CH:15]=1, predict the reactants needed to synthesize it. The reactants are: Cl.[NH:2]([C:4]1[C:5]([NH2:13])=[N:6][C:7]2[C:8](=[N:10][O:11][N:12]=2)[N:9]=1)[NH2:3].[C:14]1([C:20]2[O:24][C:23]([CH:25]=O)=[CH:22][CH:21]=2)[CH:19]=[CH:18][CH:17]=[CH:16][CH:15]=1.